Dataset: Buchwald-Hartwig C-N cross coupling reaction yields with 55,370 reactions. Task: Predict the reaction yield, written as a fraction of the theoretical maximum amount of product (1.0 means a 100% yield; for example, 0.34 means a 34% yield). The reactants are COc1ccc(Br)cc1.Cc1ccc(N)cc1.O=S(=O)(O[Pd]1c2ccccc2-c2ccccc2N~1)C(F)(F)F.COc1ccc(OC)c(P(C(C)(C)C)C(C)(C)C)c1-c1c(C(C)C)cc(C(C)C)cc1C(C)C.CCN=P(N=P(N(C)C)(N(C)C)N(C)C)(N(C)C)N(C)C.CCOC(=O)c1cnoc1C. No catalyst specified. The product is COc1ccc(Nc2ccc(C)cc2)cc1. The yield is 0.152.